From a dataset of Reaction yield outcomes from USPTO patents with 853,638 reactions. Predict the reaction yield, written as a fraction of the theoretical maximum amount of product (1.0 means a 100% yield; for example, 0.34 means a 34% yield). The reactants are Cl[C:2]1[CH:7]=[C:6]([C:8]([F:11])([F:10])[F:9])[CH:5]=[CH:4][N:3]=1.[Cl:12][C:13]1[CH:18]=[CH:17][CH:16]=[CH:15][C:14]=1B(O)O.O. The catalyst is COCCOC.Cl[Pd](Cl)([P](C1C=CC=CC=1)(C1C=CC=CC=1)C1C=CC=CC=1)[P](C1C=CC=CC=1)(C1C=CC=CC=1)C1C=CC=CC=1. The product is [Cl:12][C:13]1[CH:18]=[CH:17][CH:16]=[CH:15][C:14]=1[C:2]1[CH:7]=[C:6]([C:8]([F:11])([F:10])[F:9])[CH:5]=[CH:4][N:3]=1. The yield is 0.890.